Dataset: Forward reaction prediction with 1.9M reactions from USPTO patents (1976-2016). Task: Predict the product of the given reaction. (1) Given the reactants Cl.[NH2:2][CH2:3][CH2:4][S:5]([NH2:8])(=[O:7])=[O:6].[CH:9]1([C:15](Cl)=[O:16])[CH2:14][CH2:13][CH2:12][CH2:11][CH2:10]1.C(Cl)CCl.[Cl:22][C:23]1[C:53]([CH3:54])=[CH:52][C:26]([O:27][CH2:28][CH2:29][CH2:30][C:31]2[C:39]3[C:34](=[C:35]([C:40]4[C:41]([CH2:47][OH:48])=[N:42][N:43]([CH3:46])[C:44]=4[CH3:45])[CH:36]=[CH:37][CH:38]=3)[NH:33][C:32]=2[C:49](O)=[O:50])=[CH:25][C:24]=1[CH3:55], predict the reaction product. The product is: [Cl:22][C:23]1[C:53]([CH3:54])=[CH:52][C:26]([O:27][CH2:28][CH2:29][CH2:30][C:31]2[C:39]3[C:34](=[C:35]([C:40]4[C:41]([CH2:47][OH:48])=[N:42][N:43]([CH3:46])[C:44]=4[CH3:45])[CH:36]=[CH:37][CH:38]=3)[NH:33][C:32]=2[C:49]([NH:8][S:5]([CH2:4][CH2:3][NH:2][C:15]([CH:9]2[CH2:14][CH2:13][CH2:12][CH2:11][CH2:10]2)=[O:16])(=[O:7])=[O:6])=[O:50])=[CH:25][C:24]=1[CH3:55]. (2) Given the reactants [BH4-].[Na+].[C:3]([O:7][C:8](=[O:24])[NH:9][C@H:10]([C:20](=[O:23])[CH2:21][Cl:22])[CH2:11][C@H:12]([CH3:19])[CH2:13][CH2:14][O:15][CH2:16][CH:17]=[CH2:18])([CH3:6])([CH3:5])[CH3:4].Cl, predict the reaction product. The product is: [C:3]([O:7][C:8](=[O:24])[NH:9][C@H:10]([C@H:20]([OH:23])[CH2:21][Cl:22])[CH2:11][C@H:12]([CH3:19])[CH2:13][CH2:14][O:15][CH2:16][CH:17]=[CH2:18])([CH3:4])([CH3:5])[CH3:6]. (3) Given the reactants C([CH:3]1[CH2:8][CH2:7][CH2:6][CH2:5][N:4]1[C:9]([O:11][C:12]([CH3:15])([CH3:14])[CH3:13])=[O:10])C.[F:16][C:17]([F:21])([F:20])[CH2:18]I, predict the reaction product. The product is: [CH2:12]([O:11][C:9]([C:7]1([CH2:18][C:17]([F:21])([F:20])[F:16])[CH2:8][CH2:3][N:4]([C:9]([O:11][C:12]([CH3:13])([CH3:14])[CH3:15])=[O:10])[CH2:5][CH2:6]1)=[O:10])[CH3:13]. (4) The product is: [CH3:15][C:13]1([CH3:16])[C:12]([CH3:17])([CH3:18])[O:11][B:10]([C:8]2[CH:9]=[C:4]([NH2:1])[C:5]([NH2:19])=[CH:6][CH:7]=2)[O:14]1. Given the reactants [N+:1]([C:4]1[CH:9]=[C:8]([B:10]2[O:14][C:13]([CH3:16])([CH3:15])[C:12]([CH3:18])([CH3:17])[O:11]2)[CH:7]=[CH:6][C:5]=1[NH2:19])([O-])=O, predict the reaction product.